This data is from HIV replication inhibition screening data with 41,000+ compounds from the AIDS Antiviral Screen. The task is: Binary Classification. Given a drug SMILES string, predict its activity (active/inactive) in a high-throughput screening assay against a specified biological target. (1) The drug is COc1cc(CNc2ccc(C)cc2)cc(OC)c1OC. The result is 0 (inactive). (2) The molecule is N#CCC(=O)Nn1c(CC#N)nnc1Cc1ccccc1. The result is 0 (inactive). (3) The compound is O=C(O)CCC(NC(=O)c1ccc(-n2nc3ccc(=O)cc-3[nH]c2=O)cc1)C(=O)O. The result is 0 (inactive). (4) The molecule is Cc1nnc2n1-c1ccccc1C(=S)N1CSCC21. The result is 0 (inactive).